From a dataset of Forward reaction prediction with 1.9M reactions from USPTO patents (1976-2016). Predict the product of the given reaction. (1) Given the reactants C[Si]([N-][Si](C)(C)C)(C)C.[K+].C1C[O:14]CC1.[CH2:16]([O:18][C:19](=[O:37])[CH2:20][C:21]1[C:22]([CH3:36])=[N:23][C:24]2[N:25]([N:28]=[C:29]([C:31]([O:33][CH2:34][CH3:35])=[O:32])[CH:30]=2)[C:26]=1[I:27])[CH3:17].C1(C2ON2S(C2C=CC=CC=2)(=O)=O)C=CC=CC=1, predict the reaction product. The product is: [CH2:16]([O:18][C:19](=[O:37])[CH:20]([C:21]1[C:22]([CH3:36])=[N:23][C:24]2[N:25]([N:28]=[C:29]([C:31]([O:33][CH2:34][CH3:35])=[O:32])[CH:30]=2)[C:26]=1[I:27])[OH:14])[CH3:17]. (2) The product is: [CH3:1][O:2][N:3]([CH:4]([C@@H:6]1[CH2:8][C@H:7]1[C:9]1[C:13]([Cl:14])=[C:12]([Cl:15])[S:11][C:10]=1[Cl:16])[CH3:5])[C:31]([C:30]1[C:26]([CH:25]([F:35])[F:24])=[N:27][N:28]([CH3:34])[CH:29]=1)=[O:32]. Given the reactants [CH3:1][O:2][NH:3][CH:4]([C@@H:6]1[CH2:8][C@H:7]1[C:9]1[C:13]([Cl:14])=[C:12]([Cl:15])[S:11][C:10]=1[Cl:16])[CH3:5].C(N(CC)CC)C.[F:24][CH:25]([F:35])[C:26]1[C:30]([C:31](Cl)=[O:32])=[CH:29][N:28]([CH3:34])[N:27]=1, predict the reaction product. (3) Given the reactants Cl.CN(C)S([N:7]1[CH:11]=[C:10]([CH:12]([OH:19])[C:13]2[CH:18]=[CH:17][CH:16]=[CH:15][CH:14]=2)[N:9]=[C:8]1[Si](C(C)(C)C)(C)C)(=O)=O, predict the reaction product. The product is: [OH:19][CH:12]([C:13]1[CH:14]=[CH:15][CH:16]=[CH:17][CH:18]=1)[C:10]1[NH:9][CH:8]=[N:7][CH:11]=1. (4) Given the reactants [F:1][C:2]1[C:22](F)=[CH:21][C:5]2=[N:6][C:7]3[N:8]([CH3:20])[CH:9]=[C:10]([C:15]([O:17][CH2:18][CH3:19])=[O:16])[C:11](=[O:14])[C:12]=3[CH:13]=[C:4]2[CH:3]=1.[CH:24]1([NH2:30])[CH2:29][CH2:28][CH2:27][CH2:26][CH2:25]1, predict the reaction product. The product is: [CH:24]1([NH:30][C:22]2[C:2]([F:1])=[CH:3][C:4]3[C:5]([CH:21]=2)=[N:6][C:7]2[N:8]([CH3:20])[CH:9]=[C:10]([C:15]([O:17][CH2:18][CH3:19])=[O:16])[C:11](=[O:14])[C:12]=2[CH:13]=3)[CH2:29][CH2:28][CH2:27][CH2:26][CH2:25]1. (5) Given the reactants [NH2:1][C:2]1[C:7]2[C:8]([CH2:11][O:12][C:13]3[CH:18]=[CH:17][C:16]([Br:19])=[CH:15][CH:14]=3)=[CH:9][S:10][C:6]=2[C:5]([C:20]([OH:22])=O)=[CH:4][N:3]=1.O.O[N:25]1[C:29]2[CH:30]=[CH:31][CH:32]=[CH:33]C=2N=N1.C(N=C=[N:39][CH:40]([CH3:42])C)(C)C.C[O:44][CH:45]1CCN(CCCCN)C[CH2:46]1, predict the reaction product. The product is: [N:25]1([CH2:46][CH2:45][O:44][CH2:42][CH2:40][NH:39][C:20]([C:5]2[C:6]3[S:10][CH:9]=[C:8]([CH2:11][O:12][C:13]4[CH:14]=[CH:15][C:16]([Br:19])=[CH:17][CH:18]=4)[C:7]=3[C:2]([NH2:1])=[N:3][CH:4]=2)=[O:22])[CH2:29][CH2:30][CH2:31][CH2:32][CH2:33]1.